This data is from Full USPTO retrosynthesis dataset with 1.9M reactions from patents (1976-2016). The task is: Predict the reactants needed to synthesize the given product. (1) Given the product [Cl:1][C:2]1[CH:3]=[CH:4][C:5]2[NH:11][C:10](=[S:40])[C@@H:9]([CH2:13][C:14]([O:16][CH:17]([CH3:18])[CH3:19])=[O:15])[S:8][C@H:7]([C:20]3[C:29]4[C:24](=[CH:25][CH:26]=[CH:27][CH:28]=4)[CH:23]=[CH:22][CH:21]=3)[C:6]=2[CH:30]=1, predict the reactants needed to synthesize it. The reactants are: [Cl:1][C:2]1[CH:3]=[CH:4][C:5]2[NH:11][C:10](=O)[C@@H:9]([CH2:13][C:14]([O:16][CH:17]([CH3:19])[CH3:18])=[O:15])[S:8][C@H:7]([C:20]3[C:29]4[C:24](=[CH:25][CH:26]=[CH:27][CH:28]=4)[CH:23]=[CH:22][CH:21]=3)[C:6]=2[CH:30]=1.COC1C=CC(P2(SP(C3C=CC(OC)=CC=3)(=S)S2)=[S:40])=CC=1. (2) Given the product [CH3:8][N:9]([CH3:29])[C@H:10]([C:22]1[CH:27]=[CH:26][CH:25]=[CH:24][C:23]=1[F:28])[C:11]([OH:13])=[O:12], predict the reactants needed to synthesize it. The reactants are: OC(C(F)(F)F)=O.[CH3:8][N:9]([CH3:29])[C@H:10]([C:22]1[CH:27]=[CH:26][CH:25]=[CH:24][C:23]=1[F:28])[C:11]([O:13][C@H](C1C=CC=CC=1)C)=[O:12]. (3) Given the product [CH:10]1[C:11]2[CH:12]([CH2:14][O:15][C:16]([N:18]([CH2:19][C:20](=[O:22])[NH:60][CH2:65][CH2:64][O:63][CH2:62][CH2:61][O:35][CH2:34][CH2:33][C:78]([O:79][C:44]([CH3:43])([CH3:45])[CH3:46])=[O:77])[CH2:23][CH2:24][NH:25][C:26](=[O:27])[O:28][C:29]([CH3:30])([CH3:32])[CH3:31])=[O:17])[C:13]3[C:5](=[CH:4][CH:3]=[CH:2][CH:1]=3)[C:6]=2[CH:7]=[CH:8][CH:9]=1, predict the reactants needed to synthesize it. The reactants are: [CH:1]1[C:13]2[CH:12]([CH2:14][O:15][C:16]([N:18]([CH2:23][CH2:24][NH:25][C:26]([O:28][C:29]([CH3:32])([CH3:31])[CH3:30])=[O:27])[CH2:19][C:20]([OH:22])=O)=[O:17])[C:11]3[C:6](=[CH:7][CH:8]=[CH:9][CH:10]=3)[C:5]=2[CH:4]=[CH:3][CH:2]=1.[CH3:33][C:34](N(C)C)=[O:35].CC1[CH:45]=[C:44]([CH3:46])[CH:43]=C(C)N=1.CCOC(C(C#N)=NOC([N:60]1[CH2:65][CH2:64][O:63][CH2:62][CH2:61]1)=[N+](C)C)=O.F[P-](F)(F)(F)(F)F.CC[O:77][C:78](C)=[O:79]. (4) Given the product [F:26][C:15]1[CH:14]=[CH:13][C:12]([C:9]2[N:6]3[CH:7]=[CH:8][C:3]([CH2:2][N:28]4[CH:32]=[CH:31][N:30]=[CH:29]4)=[N:4][C:5]3=[N:11][CH:10]=2)=[CH:17][C:16]=1[C:18]1[C:19]([C:24]#[N:25])=[CH:20][CH:21]=[CH:22][CH:23]=1, predict the reactants needed to synthesize it. The reactants are: Br[CH2:2][C:3]1[CH:8]=[CH:7][N:6]2[C:9]([C:12]3[CH:13]=[CH:14][C:15]([F:26])=[C:16]([C:18]4[C:19]([C:24]#[N:25])=[CH:20][CH:21]=[CH:22][CH:23]=4)[CH:17]=3)=[CH:10][N:11]=[C:5]2[N:4]=1.[Na].[NH:28]1[CH:32]=[CH:31][N:30]=[CH:29]1. (5) Given the product [Cl:22][C:20]1[CH:19]=[CH:18][C:17]([O:23][CH2:24][CH:25]([CH3:27])[CH3:26])=[C:16]([CH2:15][N:11]2[C:12]([CH3:14])=[CH:13][C:9]([C:7]([NH:6][CH2:5][CH:4]=[O:3])=[O:8])=[N:10]2)[CH:21]=1, predict the reactants needed to synthesize it. The reactants are: C([O:3][CH:4](OCC)[CH2:5][NH:6][C:7]([C:9]1[CH:13]=[C:12]([CH3:14])[N:11]([CH2:15][C:16]2[CH:21]=[C:20]([Cl:22])[CH:19]=[CH:18][C:17]=2[O:23][CH2:24][CH:25]([CH3:27])[CH3:26])[N:10]=1)=[O:8])C. (6) The reactants are: [Cl:1][CH:2]([CH3:28])[CH:3]([NH:15][C:16]([CH:18]1[CH2:24][CH:23]=[C:22]([CH2:25][CH2:26][CH3:27])[CH2:21][CH2:20][NH:19]1)=[O:17])[CH:4]1[CH:9]([OH:10])[CH:8]([OH:11])[CH:7]([OH:12])[CH:6]([S:13][CH3:14])[O:5]1. Given the product [Cl:1][CH:2]([CH3:28])[CH:3]([NH:15][C:16]([CH:18]1[CH2:24][CH2:23][CH:22]([CH2:25][CH2:26][CH3:27])[CH2:21][CH2:20][NH:19]1)=[O:17])[CH:4]1[CH:9]([OH:10])[CH:8]([OH:11])[CH:7]([OH:12])[CH:6]([S:13][CH3:14])[O:5]1, predict the reactants needed to synthesize it. (7) Given the product [Cl:20][C:14]1[CH:15]=[CH:16][CH:17]=[C:18]2[C:13]=1[N:12]=[C:11]([C:21]1[CH:26]=[CH:25][CH:24]=[CH:23][C:22]=1[Cl:27])[C:10]([CH2:9][NH:8][C:6]1[C:5]([F:28])=[CH:4][N:3]=[C:2]([N:42]=[C:29]([C:30]3[CH:35]=[CH:34][CH:33]=[CH:32][CH:31]=3)[C:36]3[CH:41]=[CH:40][CH:39]=[CH:38][CH:37]=3)[N:7]=1)=[CH:19]2, predict the reactants needed to synthesize it. The reactants are: Cl[C:2]1[N:7]=[C:6]([NH:8][CH2:9][C:10]2[C:11]([C:21]3[CH:26]=[CH:25][CH:24]=[CH:23][C:22]=3[Cl:27])=[N:12][C:13]3[C:18]([CH:19]=2)=[CH:17][CH:16]=[CH:15][C:14]=3[Cl:20])[C:5]([F:28])=[CH:4][N:3]=1.[C:29](=[NH:42])([C:36]1[CH:41]=[CH:40][CH:39]=[CH:38][CH:37]=1)[C:30]1[CH:35]=[CH:34][CH:33]=[CH:32][CH:31]=1.C1(P(C2C=CC=CC=2)C2(P(C3C=CC=CC=3)C3C=CC=CC=3)CC=C3C(C=CC=C3)=C2C2C3C(=CC=CC=3)C=CC=2)C=CC=CC=1.CC(C)([O-])C.[Na+]. (8) Given the product [O:20]1[C@H:22]2[CH2:23][C@@:24]3([CH3:46])[CH:28]([CH:29]4[CH2:30][C@H:31]([F:40])[C:32]5[C@@:37]([CH3:38])([C@:21]124)[CH:36]=[CH:35][C:34](=[O:39])[CH:33]=5)[CH2:27][C@@H:26]([CH3:41])[C@:25]3([O:18][C:17]([C:14]1[CH:13]=[N:12][C:11]([CH3:10])=[CH:16][N:15]=1)=[O:19])[C:42]([OH:44])=[O:43], predict the reactants needed to synthesize it. The reactants are: C(N(CC)C(C)C)(C)C.[CH3:10][C:11]1[N:12]=[CH:13][C:14]([C:17]([OH:19])=[O:18])=[N:15][CH:16]=1.[O:20]1[C@H:22]2[CH2:23][C@@:24]3([CH3:46])[CH:28]([CH:29]4[CH2:30][C@H:31]([F:40])[C:32]5[C@@:37]([CH3:38])([C@:21]124)[CH:36]=[CH:35][C:34](=[O:39])[CH:33]=5)[CH2:27][C@@H:26]([CH3:41])[C@:25]3(O)[C:42]([OH:44])=[O:43].Cl. (9) Given the product [CH3:1][C:2]1([CH3:34])[CH2:7][CH2:6][C:5]([C:8]2[CH:13]=[C:12]([C:14]([N:17]([CH2:18][CH2:19][S:20]([CH3:23])(=[O:22])=[O:21])[CH3:37])([CH3:15])[CH3:16])[CH:11]=[CH:10][C:9]=2[NH:24][C:25]([C:27]2[NH:28][CH:29]=[C:30]([C:32]#[N:33])[N:31]=2)=[O:26])=[CH:4][CH2:3]1, predict the reactants needed to synthesize it. The reactants are: [CH3:1][C:2]1([CH3:34])[CH2:7][CH2:6][C:5]([C:8]2[CH:13]=[C:12]([C:14]([NH:17][CH2:18][CH2:19][S:20]([CH3:23])(=[O:22])=[O:21])([CH3:16])[CH3:15])[CH:11]=[CH:10][C:9]=2[NH:24][C:25]([C:27]2[NH:28][CH:29]=[C:30]([C:32]#[N:33])[N:31]=2)=[O:26])=[CH:4][CH2:3]1.IC.[C:37]([O-])(O)=O.[Na+]. (10) Given the product [CH3:29][O:28][C:26](=[O:27])[CH2:25][CH2:24][CH2:23][CH2:22][CH2:21][O:9][C:8]1[CH:10]=[CH:11][C:5]([NH:1][C:2](=[O:3])[CH3:4])=[CH:6][CH:7]=1, predict the reactants needed to synthesize it. The reactants are: [NH:1]([C:5]1[CH:11]=[CH:10][C:8]([OH:9])=[CH:7][CH:6]=1)[C:2]([CH3:4])=[O:3].C([O-])([O-])=O.[K+].[K+].[I-].[Na+].Br[CH2:21][CH2:22][CH2:23][CH2:24][CH2:25][C:26]([O:28][CH3:29])=[O:27].